This data is from Catalyst prediction with 721,799 reactions and 888 catalyst types from USPTO. The task is: Predict which catalyst facilitates the given reaction. (1) Reactant: C(C1OC(C(C2OC(CC)=CC=2)[C:9]2[CH:17]=[CH:16][C:15]([O:18][CH3:19])=[CH:14][C:10]=2[C:11](O)=[O:12])=CC=1)C.C1([N:33]=C=NC2CCCCC2)CCCCC1.N. Product: [CH3:19][O:18][C:15]1[CH:16]=[CH:17][CH:9]=[C:10]([CH:14]=1)[C:11]([NH2:33])=[O:12]. The catalyst class is: 4. (2) Reactant: [CH2:1]([C:3]1[CH:8]=[CH:7][C:6]([NH:9][C:10]2[C:15]([F:16])=[C:14]([F:17])[CH:13]=[CH:12][C:11]=2[C:18](=[O:23])[CH2:19][CH2:20][CH:21]=[CH2:22])=[C:5]([F:24])[CH:4]=1)[CH3:2].B.C1C[O:29]CC1. Product: [CH2:1]([C:3]1[CH:8]=[CH:7][C:6]([NH:9][C:10]2[C:15]([F:16])=[C:14]([F:17])[CH:13]=[CH:12][C:11]=2[C:18](=[O:23])[CH2:19][CH2:20][CH2:21][CH2:22][OH:29])=[C:5]([F:24])[CH:4]=1)[CH3:2]. The catalyst class is: 6. (3) Reactant: [CH3:1][O:2][N:3]([CH3:21])[C:4]([CH:6]1[CH2:9][C:8](=[CH:10][C:11]([O:13]CC2C=CC=CC=2)=[O:12])[CH2:7]1)=[O:5]. The catalyst class is: 256. Product: [CH3:1][O:2][N:3]([CH3:21])[C:4]([CH:6]1[CH2:9][CH:8]([CH2:10][C:11]([OH:13])=[O:12])[CH2:7]1)=[O:5]. (4) Reactant: [C:1]1([C:23]2[CH:28]=[CH:27][CH:26]=[CH:25][CH:24]=2)[CH:6]=[CH:5][C:4]([CH2:7][C@H:8]2[N:12]([CH2:13][C:14]3[CH:19]=[CH:18][C:17](OC)=[CH:16][CH:15]=3)[C:11](=[O:22])[CH2:10][CH2:9]2)=[CH:3][CH:2]=1.[CH3:29]O[Na].[C:32](OC)(=[O:39])[C:33]1[CH:38]=[CH:37][CH:36]=[CH:35][CH:34]=1. Product: [C:32]([C@@H:10]1[CH2:9][CH:8]([CH2:7][C:4]2[CH:5]=[CH:6][C:1]([C:23]3[CH:24]=[CH:25][CH:26]=[CH:27][CH:28]=3)=[CH:2][CH:3]=2)[N:12](/[CH:13]=[CH:14]/[C:15]2[CH:16]=[CH:17][CH:18]=[CH:19][CH:29]=2)[C:11]1=[O:22])(=[O:39])[C:33]1[CH:38]=[CH:37][CH:36]=[CH:35][CH:34]=1. The catalyst class is: 11.